From a dataset of Reaction yield outcomes from USPTO patents with 853,638 reactions. Predict the reaction yield, written as a fraction of the theoretical maximum amount of product (1.0 means a 100% yield; for example, 0.34 means a 34% yield). (1) The product is [NH:21]=[C:17]1[CH:16]=[C:15]([O:14][CH3:13])[CH:20]=[CH:19][N:18]1[CH2:2][C:3]([OH:5])=[O:4]. The catalyst is C(#N)C. The reactants are Cl[CH2:2][C:3]([OH:5])=[O:4].C(N(CC)CC)C.[CH3:13][O:14][C:15]1[CH:20]=[CH:19][N:18]=[C:17]([NH2:21])[CH:16]=1. The yield is 0.980. (2) The reactants are C([O:3][C:4](=[O:37])[C:5]([O:8][C:9]1[CH:14]=[CH:13][C:12]([O:15][CH2:16][CH2:17][C:18]2[N:19]=[C:20]([C:24]3[CH:29]=[CH:28][C:27]([O:30][CH:31]4[CH2:36][CH2:35][CH2:34][CH2:33][CH2:32]4)=[CH:26][CH:25]=3)[O:21][C:22]=2[CH3:23])=[CH:11][CH:10]=1)([CH3:7])[CH3:6])C.[OH-].[Na+]. The catalyst is C(O)C. The product is [CH:31]1([O:30][C:27]2[CH:26]=[CH:25][C:24]([C:20]3[O:21][C:22]([CH3:23])=[C:18]([CH2:17][CH2:16][O:15][C:12]4[CH:11]=[CH:10][C:9]([O:8][C:5]([CH3:7])([CH3:6])[C:4]([OH:37])=[O:3])=[CH:14][CH:13]=4)[N:19]=3)=[CH:29][CH:28]=2)[CH2:32][CH2:33][CH2:34][CH2:35][CH2:36]1. The yield is 0.950. (3) The reactants are [Cl:1][C:2]1[C:10]([Cl:11])=[CH:9][C:5]([C:6]([NH2:8])=[O:7])=[C:4]([N+:12]([O-])=O)[CH:3]=1.N. The catalyst is CCO.O.C(O)(=O)C.[Fe]. The product is [NH2:12][C:4]1[CH:3]=[C:2]([Cl:1])[C:10]([Cl:11])=[CH:9][C:5]=1[C:6]([NH2:8])=[O:7]. The yield is 0.470. (4) The reactants are Cl[C:2]1[CH:7]=[CH:6][C:5]([N+:8]([O-:10])=[O:9])=[CH:4][CH:3]=1.[NH:11]1[CH2:18][CH2:17][CH2:16][C@H:12]1[C:13]([OH:15])=[O:14].C(N(CC)CC)C. The catalyst is CS(C)=O. The product is [N+:8]([C:5]1[CH:6]=[CH:7][C:2]([N:11]2[CH2:18][CH2:17][CH2:16][CH:12]2[C:13]([OH:15])=[O:14])=[CH:3][CH:4]=1)([O-:10])=[O:9]. The yield is 0.200. (5) The reactants are [NH:1]1[CH2:9][CH2:8][CH2:7][CH:3]([C:4]([NH2:6])=[O:5])[CH2:2]1.[C:10](O[C:10]([O:12][C:13]([CH3:16])([CH3:15])[CH3:14])=[O:11])([O:12][C:13]([CH3:16])([CH3:15])[CH3:14])=[O:11].[OH-].[Na+]. The catalyst is C1COCC1. The product is [C:13]([O:12][C:10]([N:1]1[CH2:9][CH2:8][CH2:7][C@@H:3]([C:4]([NH2:6])=[O:5])[CH2:2]1)=[O:11])([CH3:16])([CH3:15])[CH3:14]. The yield is 0.930. (6) The reactants are C[O:2][C:3]1[CH:14]=[CH:13][C:6]([CH2:7][N:8]2[CH:12]=[CH:11][N:10]=[CH:9]2)=[CH:5][CH:4]=1.B(Br)(Br)Br. The catalyst is C(Cl)Cl. The product is [OH:2][C:3]1[CH:14]=[CH:13][C:6]([CH2:7][N:8]2[CH:12]=[CH:11][N:10]=[CH:9]2)=[CH:5][CH:4]=1. The yield is 0.910. (7) The reactants are C([O:8][CH2:9][C@@H:10]1[O:15][CH2:14][CH2:13][N:12]([C:16]([O:18][C:19]([CH3:22])([CH3:21])[CH3:20])=[O:17])[CH2:11]1)C1C=CC=CC=1. The catalyst is CCO.[Pd]. The product is [OH:8][CH2:9][C@@H:10]1[O:15][CH2:14][CH2:13][N:12]([C:16]([O:18][C:19]([CH3:22])([CH3:21])[CH3:20])=[O:17])[CH2:11]1. The yield is 0.990. (8) The reactants are [NH2:1][C:2]1[CH:7]=[CH:6][CH:5]=[C:4]([NH2:8])[N:3]=1.[Cl:9][C:10]1[CH:18]=[CH:17][CH:16]=[C:15]([Cl:19])[C:11]=1[C:12](Cl)=[O:13]. The catalyst is O1CCOCC1. The product is [NH2:8][C:4]1[N:3]=[C:2]([NH:1][C:12](=[O:13])[C:11]2[C:10]([Cl:9])=[CH:18][CH:17]=[CH:16][C:15]=2[Cl:19])[CH:7]=[CH:6][CH:5]=1. The yield is 0.660. (9) The reactants are [Cl:1][C:2]1[NH:3][C:4]([C:11]2[CH:16]=[CH:15][CH:14]=[CH:13][CH:12]=2)=[CH:5][C:6]=1[C:7]([O:9][CH3:10])=[O:8].C(CC(OC)=O)#N.C(Br)C(C1C=CC=CC=1)=O.[O-]S(C(F)(F)[F:39])(=O)=O.ClC1C=CC=C(Cl)[N+]=1F. The catalyst is C(#N)C. The product is [Cl:1][C:2]1[NH:3][C:4]([C:11]2[CH:16]=[CH:15][CH:14]=[CH:13][CH:12]=2)=[C:5]([F:39])[C:6]=1[C:7]([O:9][CH3:10])=[O:8]. The yield is 0.160.